This data is from Catalyst prediction with 721,799 reactions and 888 catalyst types from USPTO. The task is: Predict which catalyst facilitates the given reaction. Reactant: Br[C:2]1[CH:7]=[CH:6][C:5]([N:8]2[C:16]3[C:15]([OH:17])=[C:14]([C:18]4[CH:25]=[CH:24][C:21]([C:22]#[N:23])=[CH:20][CH:19]=4)[C:13](=[O:26])[NH:12][C:11]=3[CH:10]=[CH:9]2)=[CH:4][CH:3]=1.[OH:27][C:28]1[CH:33]=[CH:32][CH:31]=[CH:30][C:29]=1B(O)O.C([O-])([O-])=O.[Cs+].[Cs+]. Product: [OH:17][C:15]1[C:16]2[N:8]([C:5]3[CH:6]=[CH:7][C:2]([C:29]4[CH:30]=[CH:31][CH:32]=[CH:33][C:28]=4[OH:27])=[CH:3][CH:4]=3)[CH:9]=[CH:10][C:11]=2[NH:12][C:13](=[O:26])[C:14]=1[C:18]1[CH:25]=[CH:24][C:21]([C:22]#[N:23])=[CH:20][CH:19]=1. The catalyst class is: 70.